From a dataset of CYP1A2 inhibition data for predicting drug metabolism from PubChem BioAssay. Regression/Classification. Given a drug SMILES string, predict its absorption, distribution, metabolism, or excretion properties. Task type varies by dataset: regression for continuous measurements (e.g., permeability, clearance, half-life) or binary classification for categorical outcomes (e.g., BBB penetration, CYP inhibition). Dataset: cyp1a2_veith. (1) The molecule is Cc1cccc(CSc2nnc(NC(=O)c3ccco3)s2)c1. The result is 1 (inhibitor). (2) The drug is CCc1ccc(CSc2nccn2-c2ccccc2)cc1. The result is 1 (inhibitor). (3) The drug is COc1cccc(Cn2c(=O)cnc3cnc(N(C)C)nc32)c1. The result is 1 (inhibitor). (4) The drug is O=C(O)c1ccc(C(=O)O)c(C(=O)Nc2ccc3c(c2)Cc2ccccc2-3)c1. The result is 1 (inhibitor). (5) The compound is CNCCNS(=O)(=O)c1cccc2cnccc12. The result is 0 (non-inhibitor). (6) The compound is CC[C@H]1CN2CCc3cc(OC)c(OC)cc3[C@H]2C[C@@H]1C[C@H]1NCCc2c1[nH]c1ccc(O)cc21. The result is 0 (non-inhibitor). (7) The drug is Cc1nc(S(=O)(=O)NC2CCCCC2)c(C#N)c(C)c1Cl. The result is 1 (inhibitor). (8) The result is 0 (non-inhibitor). The compound is COc1ccc(-c2nc3cnc(Oc4ccccc4)nc3n(CCC#N)c2=O)cc1. (9) The compound is CCOc1ccc(OCC)c(-c2c(=O)n(OCc3ccc(C(C)(C)C)cc3)c3ccccc3[n+]2[O-])c1. The result is 0 (non-inhibitor).